The task is: Predict the reactants needed to synthesize the given product.. This data is from Full USPTO retrosynthesis dataset with 1.9M reactions from patents (1976-2016). (1) Given the product [C:1]([C:4]1[CH:5]=[CH:6][C:7]([NH:10][C:11](=[S:14])[NH:12][N:13]=[CH:19][C:18]2[CH:21]=[C:22]([Br:24])[CH:23]=[C:16]([Br:15])[C:17]=2[OH:25])=[CH:8][CH:9]=1)([OH:3])=[O:2], predict the reactants needed to synthesize it. The reactants are: [C:1]([C:4]1[CH:9]=[CH:8][C:7]([NH:10][C:11](=[S:14])[NH:12][NH2:13])=[CH:6][CH:5]=1)([OH:3])=[O:2].[Br:15][C:16]1[C:17]([OH:25])=[C:18]([CH:21]=[C:22]([Br:24])[CH:23]=1)[CH:19]=O.CN(C)C=O.S(NN)(C1C=CC(C)=CC=1)(=O)=O. (2) Given the product [O:1]=[C:2]1[NH:8][C:7]2[CH:9]=[CH:10][CH:11]=[CH:12][C:6]=2[N:5]([C:24]2[CH:25]=[CH:26][CH:27]=[CH:28][CH:21]=2)[CH2:4][C@H:3]1[NH:13][C:14]([O:16][C:17]([CH3:20])([CH3:19])[CH3:18])=[O:15], predict the reactants needed to synthesize it. The reactants are: [O:1]=[C:2]1[NH:8][C:7]2[CH:9]=[CH:10][CH:11]=[CH:12][C:6]=2[NH:5][CH2:4][C@H:3]1[NH:13][C:14]([O:16][C:17]([CH3:20])([CH3:19])[CH3:18])=[O:15].[CH:21]1[CH2:28][CH2:27][CH2:26][CH2:25][CH2:24]CC=1.C(OCC)(=O)C. (3) Given the product [Br:7][C:8]1[C:17]([CH2:18][OH:19])=[C:16]2[C:11]([NH:12][C:13]([CH3:24])([CH3:23])[C:14](=[O:22])[NH:15]2)=[CH:10][CH:9]=1, predict the reactants needed to synthesize it. The reactants are: [H-].[Al+3].[Li+].[H-].[H-].[H-].[Br:7][C:8]1[C:17]([C:18](OC)=[O:19])=[C:16]2[C:11]([NH:12][C:13]([CH3:24])([CH3:23])[C:14](=[O:22])[NH:15]2)=[CH:10][CH:9]=1.C(OCC)(=O)C.Cl. (4) Given the product [C:1]([O:5][C:6](=[O:7])[NH:8][C@@H:9]([C:10]([F:19])=[O:11])[C:13]([CH3:16])([CH3:15])[CH3:14])([CH3:4])([CH3:3])[CH3:2], predict the reactants needed to synthesize it. The reactants are: [C:1]([O:5][C:6]([NH:8][C@H:9]([C:13]([CH3:16])([CH3:15])[CH3:14])[C:10](O)=[O:11])=[O:7])([CH3:4])([CH3:3])[CH3:2].N1C(F)=NC(F)=NC=1[F:19].N1C=CC=CC=1. (5) Given the product [Br:1][C:2]1[CH:7]=[CH:6][C:5]([NH:8][C:9]2[N:13]([CH3:14])[C:12]3[CH:15]=[CH:16][C:17]([O:19][C:20]4([CH:26]5[CH2:34][CH2:35][NH:30][CH:31]([CH2:36][CH2:37][NH:38][CH:42]=[O:46])[CH2:32]5)[CH:25]=[CH:24][CH:23]=[CH:22][NH:21]4)=[CH:18][C:11]=3[N:10]=2)=[CH:4][C:3]=1[F:29], predict the reactants needed to synthesize it. The reactants are: [Br:1][C:2]1[CH:7]=[CH:6][C:5]([NH:8][C:9]2[N:13]([CH3:14])[C:12]3[CH:15]=[CH:16][C:17]([O:19][C:20]4([C:26](O)=O)[CH:25]=[CH:24][CH:23]=[CH:22][NH:21]4)=[CH:18][C:11]=3[N:10]=2)=[CH:4][C:3]=1[F:29].[NH:30]1[CH2:35][CH2:34]C[CH2:32][CH:31]1[CH2:36][CH2:37][NH2:38].CN([C:42]([O:46]N1N=NC2C=CC=CC1=2)=[N+](C)C)C.F[P-](F)(F)(F)(F)F.C(N(CC)C(C)C)(C)C. (6) Given the product [OH:2][C:3]1[CH:11]=[C:10]2[C:6]([CH2:7][NH:8][C:9]2=[O:12])=[CH:5][CH:4]=1, predict the reactants needed to synthesize it. The reactants are: C[O:2][C:3]1[CH:11]=[C:10]2[C:6]([CH2:7][NH:8][C:9]2=[O:12])=[CH:5][CH:4]=1.B(Br)(Br)Br.CO. (7) Given the product [CH2:1]([O:3][C:4]([C@@H:6]1[CH2:10][C@H:9]([NH:11][C:27]([C:18]2[CH:19]=[CH:20][C:21]3[C:26](=[CH:25][CH:24]=[CH:23][CH:22]=3)[C:17]=2[OH:16])=[O:28])[CH2:8][N:7]1[CH2:12][CH:13]([CH3:14])[CH3:15])=[O:5])[CH3:2], predict the reactants needed to synthesize it. The reactants are: [CH2:1]([O:3][C:4]([C@@H:6]1[CH2:10][C@H:9]([NH2:11])[CH2:8][N:7]1[CH2:12][CH:13]([CH3:15])[CH3:14])=[O:5])[CH3:2].[OH:16][C:17]1[C:26]2[C:21](=[CH:22][CH:23]=[CH:24][CH:25]=2)[CH:20]=[CH:19][C:18]=1[C:27](O)=[O:28].